This data is from Peptide-MHC class II binding affinity with 134,281 pairs from IEDB. The task is: Regression. Given a peptide amino acid sequence and an MHC pseudo amino acid sequence, predict their binding affinity value. This is MHC class II binding data. (1) The peptide sequence is EVKYFAATQFEPLAA. The MHC is DRB1_1602 with pseudo-sequence DRB1_1602. The binding affinity (normalized) is 0.590. (2) The peptide sequence is DVCGMFTNRSGSQQW. The MHC is DRB1_0701 with pseudo-sequence DRB1_0701. The binding affinity (normalized) is 0.537. (3) The peptide sequence is LIIMDEAHFTDPASI. The MHC is DRB1_1101 with pseudo-sequence DRB1_1101. The binding affinity (normalized) is 0.162. (4) The peptide sequence is TKETETEAPAAPAEG. The MHC is DRB1_0802 with pseudo-sequence DRB1_0802. The binding affinity (normalized) is 0.0398. (5) The peptide sequence is EKKYFAATQFEGLAA. The MHC is HLA-DPA10201-DPB10101 with pseudo-sequence HLA-DPA10201-DPB10101. The binding affinity (normalized) is 0.948. (6) The peptide sequence is WCYYAAAQKEVSGVK. The MHC is DRB5_0101 with pseudo-sequence DRB5_0101. The binding affinity (normalized) is 0.797. (7) The binding affinity (normalized) is 0.263. The MHC is HLA-DQA10102-DQB10602 with pseudo-sequence HLA-DQA10102-DQB10602. The peptide sequence is AGIMIFDPYGATISA. (8) The peptide sequence is EKKCFAATQFEPLAA. The MHC is HLA-DQA10501-DQB10201 with pseudo-sequence HLA-DQA10501-DQB10201. The binding affinity (normalized) is 0.394.